From a dataset of Forward reaction prediction with 1.9M reactions from USPTO patents (1976-2016). Predict the product of the given reaction. (1) Given the reactants [Cl:1][C:2]1[CH:7]=[CH:6][C:5]([N:8]([S:14]([C:17]2[CH:22]=[CH:21][C:20]([O:23][CH3:24])=[C:19]([O:25][CH3:26])[CH:18]=2)(=[O:16])=[O:15])[CH2:9][CH2:10][C:11](O)=[O:12])=[C:4]([CH2:27][C:28]2[C:33]([F:34])=[CH:32][CH:31]=[CH:30][C:29]=2[F:35])[CH:3]=1.C([N:38]1CCOCC1)C.ClC(OCC)=O.N, predict the reaction product. The product is: [Cl:1][C:2]1[CH:7]=[CH:6][C:5]([N:8]([S:14]([C:17]2[CH:22]=[CH:21][C:20]([O:23][CH3:24])=[C:19]([O:25][CH3:26])[CH:18]=2)(=[O:16])=[O:15])[CH2:9][CH2:10][C:11]([NH2:38])=[O:12])=[C:4]([CH2:27][C:28]2[C:33]([F:34])=[CH:32][CH:31]=[CH:30][C:29]=2[F:35])[CH:3]=1. (2) Given the reactants [N+:1]([C:4]1[CH:12]=[C:11]2[C:7]([C:8]([C:14]([OH:16])=[O:15])=[CH:9][N:10]2[CH3:13])=[CH:6][CH:5]=1)([O-])=O.[OH-].[Na+].CO, predict the reaction product. The product is: [NH2:1][C:4]1[CH:12]=[C:11]2[C:7]([C:8]([C:14]([OH:16])=[O:15])=[CH:9][N:10]2[CH3:13])=[CH:6][CH:5]=1. (3) Given the reactants [Li+].[OH-:2].[CH2:3]1[CH2:7][O:6][CH2:5][CH2:4]1.O.C[CH2:10][N:11]([CH2:14][CH3:15])CC.[CH2:16]([Cl:18])Cl, predict the reaction product. The product is: [CH2:5]([O:6][C:16]([Cl:18])=[O:2])[CH3:4].[NH3:11].[CH3:10][NH2:11].[C:14]1([NH2:11])[CH:15]=[CH:5][CH:4]=[CH:3][CH:7]=1. (4) Given the reactants Br[C:2]1[C:3]2[S:11][C:10]3[CH:12]=[CH:13][CH:14]=[CH:15][C:9]=3[C:4]=2[C:5](=[O:8])[NH:6][CH:7]=1.[C:16]([Cu])#[N:17].Cl.C, predict the reaction product. The product is: [O:8]=[C:5]1[C:4]2[C:9]3[CH:15]=[CH:14][CH:13]=[CH:12][C:10]=3[S:11][C:3]=2[C:2]([C:16]#[N:17])=[CH:7][NH:6]1. (5) Given the reactants [C:1]([O:5][C:6](=[O:8])[NH2:7])([CH3:4])([CH3:3])[CH3:2].[CH3:9][O:10][C:11](=[O:21])[CH:12]([C:14]1[CH:19]=[CH:18][C:17](Br)=[CH:16][CH:15]=1)[OH:13].[C:36]1(C)[CH:41]=[CH:40][CH:39]=[CH:38][C:37]=1P([C:36]1[CH:41]=[CH:40][CH:39]=[CH:38][C:37]=1C)[C:36]1[CH:41]=[CH:40][CH:39]=[CH:38][C:37]=1C.[CH3:44][CH2:45]N(CC)CC.[NH4+].[Cl-].C[N:54]([CH:56]=[O:57])C, predict the reaction product. The product is: [CH3:9][O:10][C:11](=[O:21])[CH:12]([C:14]1[CH:19]=[CH:18][C:17](/[CH:44]=[CH:45]/[C:56](=[O:57])[NH:54][C:36]2[CH:37]=[CH:38][CH:39]=[CH:40][C:41]=2[NH:7][C:6]([O:5][C:1]([CH3:4])([CH3:3])[CH3:2])=[O:8])=[CH:16][CH:15]=1)[OH:13]. (6) The product is: [CH3:20][C:2]1([CH3:1])[C:10]2[C:5](=[CH:6][CH:7]=[C:8]([C:23]3[CH:24]=[CH:25][S:21][CH:22]=3)[CH:9]=2)[C:4](=[O:19])[CH2:3]1. Given the reactants [CH3:1][C:2]1([CH3:20])[C:10]2[C:5](=[CH:6][CH:7]=[C:8](OS(C(F)(F)F)(=O)=O)[CH:9]=2)[C:4](=[O:19])[CH2:3]1.[S:21]1[CH:25]=[CH:24][C:23](B(O)O)=[CH:22]1, predict the reaction product. (7) The product is: [Cl:1][C:2]1[CH:3]=[CH:4][C:5]2[C:6]3[C:11]([C@@H:12]([CH3:25])[N:13]([C:16]([C:18]4[CH:19]=[C:20]([OH:24])[CH:21]=[CH:22][CH:23]=4)=[O:17])[C:14]=2[CH:15]=1)=[CH:10][CH:9]=[CH:8][CH:7]=3. Given the reactants [Cl:1][C:2]1[CH:3]=[CH:4][C:5]2[C:6]3[C:11]([CH:12]([CH3:25])[N:13]([C:16]([C:18]4[CH:19]=[C:20]([OH:24])[CH:21]=[CH:22][CH:23]=4)=[O:17])[C:14]=2[CH:15]=1)=[CH:10][CH:9]=[CH:8][CH:7]=3, predict the reaction product. (8) Given the reactants [CH2:1]([C:8]1[CH:9]=[N:10][C:11]2[C:16]([C:17]=1[C:18]1[CH:19]=[C:20]([NH2:24])[CH:21]=[CH:22][CH:23]=1)=[CH:15][CH:14]=[CH:13][C:12]=2[C:25]([F:28])([F:27])[F:26])[C:2]1[CH:7]=[CH:6][CH:5]=[CH:4][CH:3]=1.C[O:30][C:31](=[O:40])[C:32]1[CH:37]=[CH:36][C:35]([CH:38]=O)=[CH:34][CH:33]=1, predict the reaction product. The product is: [CH2:1]([C:8]1[CH:9]=[N:10][C:11]2[C:16]([C:17]=1[C:18]1[CH:19]=[C:20]([NH:24][CH2:38][C:35]3[CH:36]=[CH:37][C:32]([C:31]([OH:40])=[O:30])=[CH:33][CH:34]=3)[CH:21]=[CH:22][CH:23]=1)=[CH:15][CH:14]=[CH:13][C:12]=2[C:25]([F:28])([F:26])[F:27])[C:2]1[CH:3]=[CH:4][CH:5]=[CH:6][CH:7]=1. (9) The product is: [CH3:31][C:3]1[CH:4]=[CH:5][N:1]([C:6]2[CH:11]=[C:10]([C:12]3[N:16]4[CH:17]=[C:18]([NH:21][CH:22]5[CH2:27][CH2:26][CH:25]([OH:28])[CH2:24][CH2:23]5)[CH:19]=[CH:20][C:15]4=[N:14][CH:13]=3)[CH:9]=[CH:8][N:7]=2)[N:2]=1. Given the reactants [N:1]1([C:6]2[CH:11]=[C:10]([C:12]3[N:16]4[CH:17]=[C:18]([NH:21][CH:22]5[CH2:27][CH2:26][CH:25]([OH:28])[CH2:24][CH2:23]5)[CH:19]=[CH:20][C:15]4=[N:14][CH:13]=3)[CH:9]=[CH:8][N:7]=2)[CH:5]=[CH:4][CH:3]=[N:2]1.N1C=C[CH:31]=N1, predict the reaction product. (10) Given the reactants [F:1][C:2]1[CH:7]=[CH:6][CH:5]=[CH:4][C:3]=1[C:8]([CH:10]1[CH2:14][N:13]([C@H:15]([C:17]2[CH:22]=[CH:21][CH:20]=[CH:19][CH:18]=2)[CH3:16])[C:12](=[O:23])[CH2:11]1)=O.Cl.[NH2:25][OH:26], predict the reaction product. The product is: [F:1][C:2]1[CH:7]=[CH:6][CH:5]=[CH:4][C:3]=1[C:8]([CH:10]1[CH2:14][N:13]([C@H:15]([C:17]2[CH:22]=[CH:21][CH:20]=[CH:19][CH:18]=2)[CH3:16])[C:12](=[O:23])[CH2:11]1)=[N:25][OH:26].